From a dataset of NCI-60 drug combinations with 297,098 pairs across 59 cell lines. Regression. Given two drug SMILES strings and cell line genomic features, predict the synergy score measuring deviation from expected non-interaction effect. (1) Drug 1: CN1C2=C(C=C(C=C2)N(CCCl)CCCl)N=C1CCCC(=O)O.Cl. Drug 2: C1CC(=O)NC(=O)C1N2C(=O)C3=CC=CC=C3C2=O. Cell line: A549. Synergy scores: CSS=-0.252, Synergy_ZIP=-1.48, Synergy_Bliss=-2.50, Synergy_Loewe=-2.97, Synergy_HSA=-2.48. (2) Drug 1: C1=CC(=C2C(=C1NCCNCCO)C(=O)C3=C(C=CC(=C3C2=O)O)O)NCCNCCO. Drug 2: CC=C1C(=O)NC(C(=O)OC2CC(=O)NC(C(=O)NC(CSSCCC=C2)C(=O)N1)C(C)C)C(C)C. Cell line: SK-MEL-28. Synergy scores: CSS=63.1, Synergy_ZIP=-5.55, Synergy_Bliss=-5.75, Synergy_Loewe=-4.67, Synergy_HSA=-1.65. (3) Drug 1: CN1CCC(CC1)COC2=C(C=C3C(=C2)N=CN=C3NC4=C(C=C(C=C4)Br)F)OC. Drug 2: CC1CCC2CC(C(=CC=CC=CC(CC(C(=O)C(C(C(=CC(C(=O)CC(OC(=O)C3CCCCN3C(=O)C(=O)C1(O2)O)C(C)CC4CCC(C(C4)OC)OCCO)C)C)O)OC)C)C)C)OC. Cell line: T-47D. Synergy scores: CSS=14.1, Synergy_ZIP=-4.18, Synergy_Bliss=0.840, Synergy_Loewe=-2.71, Synergy_HSA=2.98. (4) Drug 1: CCC1=CC2CC(C3=C(CN(C2)C1)C4=CC=CC=C4N3)(C5=C(C=C6C(=C5)C78CCN9C7C(C=CC9)(C(C(C8N6C)(C(=O)OC)O)OC(=O)C)CC)OC)C(=O)OC.C(C(C(=O)O)O)(C(=O)O)O. Drug 2: CC1=CC2C(CCC3(C2CCC3(C(=O)C)OC(=O)C)C)C4(C1=CC(=O)CC4)C. Cell line: EKVX. Synergy scores: CSS=47.2, Synergy_ZIP=3.47, Synergy_Bliss=1.87, Synergy_Loewe=-15.9, Synergy_HSA=5.38. (5) Drug 2: COCCOC1=C(C=C2C(=C1)C(=NC=N2)NC3=CC=CC(=C3)C#C)OCCOC.Cl. Drug 1: CC1=C(C=C(C=C1)NC2=NC=CC(=N2)N(C)C3=CC4=NN(C(=C4C=C3)C)C)S(=O)(=O)N.Cl. Synergy scores: CSS=13.2, Synergy_ZIP=-3.80, Synergy_Bliss=-0.255, Synergy_Loewe=-1.46, Synergy_HSA=0.404. Cell line: SF-539. (6) Drug 1: C1=C(C(=O)NC(=O)N1)F. Drug 2: CN(C)C1=NC(=NC(=N1)N(C)C)N(C)C. Cell line: HCT-15. Synergy scores: CSS=37.5, Synergy_ZIP=-1.16, Synergy_Bliss=-4.86, Synergy_Loewe=-21.2, Synergy_HSA=-6.16. (7) Drug 1: CN(C(=O)NC(C=O)C(C(C(CO)O)O)O)N=O. Drug 2: CC(C)NC(=O)C1=CC=C(C=C1)CNNC.Cl. Cell line: CAKI-1. Synergy scores: CSS=3.83, Synergy_ZIP=-0.346, Synergy_Bliss=2.06, Synergy_Loewe=-2.69, Synergy_HSA=-0.181. (8) Drug 1: CCC1=CC2CC(C3=C(CN(C2)C1)C4=CC=CC=C4N3)(C5=C(C=C6C(=C5)C78CCN9C7C(C=CC9)(C(C(C8N6C)(C(=O)OC)O)OC(=O)C)CC)OC)C(=O)OC.C(C(C(=O)O)O)(C(=O)O)O. Drug 2: C1=C(C(=O)NC(=O)N1)N(CCCl)CCCl. Cell line: RXF 393. Synergy scores: CSS=43.6, Synergy_ZIP=-4.95, Synergy_Bliss=-3.81, Synergy_Loewe=-1.32, Synergy_HSA=0.298. (9) Drug 1: C1C(C(OC1N2C=NC3=C(N=C(N=C32)Cl)N)CO)O. Drug 2: CC1C(C(CC(O1)OC2CC(CC3=C2C(=C4C(=C3O)C(=O)C5=CC=CC=C5C4=O)O)(C(=O)C)O)N)O. Cell line: T-47D. Synergy scores: CSS=31.4, Synergy_ZIP=-1.53, Synergy_Bliss=2.35, Synergy_Loewe=-5.83, Synergy_HSA=3.77. (10) Drug 1: COC1=CC(=CC(=C1O)OC)C2C3C(COC3=O)C(C4=CC5=C(C=C24)OCO5)OC6C(C(C7C(O6)COC(O7)C8=CC=CS8)O)O. Drug 2: CN(C)N=NC1=C(NC=N1)C(=O)N. Cell line: UO-31. Synergy scores: CSS=20.1, Synergy_ZIP=-8.70, Synergy_Bliss=-7.02, Synergy_Loewe=-6.90, Synergy_HSA=-2.92.